This data is from Peptide-MHC class II binding affinity with 134,281 pairs from IEDB. The task is: Regression. Given a peptide amino acid sequence and an MHC pseudo amino acid sequence, predict their binding affinity value. This is MHC class II binding data. (1) The peptide sequence is DAAFKIAATAANAAP. The MHC is HLA-DPA10201-DPB10101 with pseudo-sequence HLA-DPA10201-DPB10101. The binding affinity (normalized) is 0.243. (2) The peptide sequence is AVYGNITHK. The MHC is DRB1_0101 with pseudo-sequence DRB1_0101. The binding affinity (normalized) is 0. (3) The peptide sequence is VRVWDVKNAELLNNQ. The MHC is DRB1_0401 with pseudo-sequence DRB1_0401. The binding affinity (normalized) is 0.438. (4) The peptide sequence is NTSYRLISCNTSVI. The MHC is HLA-DQA10104-DQB10503 with pseudo-sequence HLA-DQA10104-DQB10503. The binding affinity (normalized) is 0.297. (5) The peptide sequence is EKYYFAATQFEPLAA. The MHC is HLA-DPA10103-DPB10401 with pseudo-sequence HLA-DPA10103-DPB10401. The binding affinity (normalized) is 1.00.